Dataset: hERG Central: cardiac toxicity at 1µM, 10µM, and general inhibition. Task: Predict hERG channel inhibition at various concentrations. The molecule is COc1ccccc1NC(=O)c1cc(-c2ccc(C)o2)nc2ccccc12. Results: hERG_inhib (hERG inhibition (general)): blocker.